Dataset: Reaction yield outcomes from USPTO patents with 853,638 reactions. Task: Predict the reaction yield, written as a fraction of the theoretical maximum amount of product (1.0 means a 100% yield; for example, 0.34 means a 34% yield). (1) The reactants are [CH3:1][C:2]1([CH3:29])[O:6][C:5](=[O:7])[N:4]([C:8]2[CH:13]=[CH:12][C:11](B3OC(C)(C)C(C)(C)O3)=[CH:10][CH:9]=2)[C@H:3]1[C:23]1[CH:28]=[CH:27][CH:26]=[CH:25][CH:24]=1.Br[C:31]1[C:32](=[O:41])[NH:33][C:34]2[C:39]([CH:40]=1)=[CH:38][CH:37]=[N:36][CH:35]=2.C(=O)([O-])[O-].[Na+].[Na+].O1CCOCC1. The catalyst is C1C=CC(P(C2C=CC=CC=2)[C-]2C=CC=C2)=CC=1.C1C=CC(P(C2C=CC=CC=2)[C-]2C=CC=C2)=CC=1.Cl[Pd]Cl.[Fe+2].O. The product is [CH3:1][C:2]1([CH3:29])[O:6][C:5](=[O:7])[N:4]([C:8]2[CH:13]=[CH:12][C:11]([C:31]3[C:32](=[O:41])[NH:33][C:34]4[C:39]([CH:40]=3)=[CH:38][CH:37]=[N:36][CH:35]=4)=[CH:10][CH:9]=2)[C@H:3]1[C:23]1[CH:28]=[CH:27][CH:26]=[CH:25][CH:24]=1. The yield is 0.191. (2) The catalyst is CN(C=O)C. The reactants are [O:1]=[C:2]1[C@H:6]([NH:7][C:8]([C:10]2[C:14]([CH3:15])=[C:13](/[CH:16]=[C:17]3\[C:18](=[O:27])[NH:19][C:20]4[C:25]\3=[CH:24][C:23]([F:26])=[CH:22][CH:21]=4)[NH:12][C:11]=2[CH3:28])=[O:9])[CH2:5][O:4][NH:3]1.[Na+].[I-].CCN(C(C)C)C(C)C.[H-].[Na+].[Cl-].Cl[CH2:44][CH2:45][N:46]1[CH2:51][CH2:50][O:49][CH2:48][CH2:47]1. The product is [N:46]1([CH2:45][CH2:44][N:3]2[C:2](=[O:1])[C@H:6]([NH:7][C:8]([C:10]3[C:14]([CH3:15])=[C:13](/[CH:16]=[C:17]4\[C:18](=[O:27])[NH:19][C:20]5[C:25]\4=[CH:24][C:23]([F:26])=[CH:22][CH:21]=5)[NH:12][C:11]=3[CH3:28])=[O:9])[CH2:5][O:4]2)[CH2:51][CH2:50][O:49][CH2:48][CH2:47]1. The yield is 0.230. (3) The reactants are [CH2:1]([P:5]([CH2:10][CH2:11][CH2:12][CH3:13])[CH2:6][CH2:7][CH2:8][CH3:9])[CH2:2][CH2:3][CH3:4].Br[CH2:15][C:16]([O:18][CH3:19])=[O:17]. The catalyst is C1(C)C=CC=CC=1. The product is [CH2:10]([P:5]([CH2:1][CH2:2][CH2:3][CH3:4])([CH2:6][CH2:7][CH2:8][CH3:9])=[CH:15][C:16]([O:18][CH3:19])=[O:17])[CH2:11][CH2:12][CH3:13]. The yield is 0.970. (4) The reactants are [C:1]([CH2:3][C:4]1[NH:5][C:6]([C:10]2[C:11]([CH3:20])=[CH:12][C:13]([CH3:19])=[C:14]([CH:18]=2)[C:15]([OH:17])=O)=[C:7]([CH3:9])[N:8]=1)#[N:2].CN(C(ON1N=NC2C=CC=CC1=2)=[N+](C)C)C.F[P-](F)(F)(F)(F)F.Cl.[F:46][C:47]1([C:51]2[CH:58]=[CH:57][C:54]([C:55]#[N:56])=[CH:53][CH:52]=2)[CH2:50][NH:49][CH2:48]1.C(N(CC)CC)C. The catalyst is CN(C)C=O.C(#N)C.O. The product is [C:1]([CH2:3][C:4]1[NH:5][C:6]([C:10]2[C:11]([CH3:20])=[CH:12][C:13]([CH3:19])=[C:14]([CH:18]=2)[C:15]([N:49]2[CH2:48][C:47]([C:51]3[CH:52]=[CH:53][C:54]([C:55]#[N:56])=[CH:57][CH:58]=3)([F:46])[CH2:50]2)=[O:17])=[C:7]([CH3:9])[N:8]=1)#[N:2]. The yield is 0.150. (5) The reactants are [Li+].C[Si]([N-][Si](C)(C)C)(C)C.[O:11]=[C:12]([O:21][CH:22]([CH:25]=[CH2:26])[CH:23]=[CH2:24])[CH2:13][CH2:14][CH2:15][CH2:16][CH2:17][C:18]([OH:20])=[O:19].[CH:27]([CH:29]=[CH2:30])=[O:28]. The catalyst is C1COCC1. The product is [OH:28][CH:27]([CH:29]=[CH2:30])[CH:13]([C:12]([O:21][CH:22]([CH:25]=[CH2:26])[CH:23]=[CH2:24])=[O:11])[CH2:14][CH2:15][CH2:16][CH2:17][C:18]([OH:20])=[O:19]. The yield is 0.530. (6) The reactants are C[Si]([SiH2][O-])(C)C.[K+].C[O:9][C:10](=[O:29])[C:11]1[CH:16]=[CH:15][C:14]([O:17][CH2:18][CH2:19][O:20][Si:21]([C:24]([CH3:27])([CH3:26])[CH3:25])([CH3:23])[CH3:22])=[CH:13][C:12]=1[Cl:28].C(O)(=O)CC(CC(O)=O)(C(O)=O)O. The catalyst is O1CCCC1. The product is [C:24]([Si:21]([CH3:23])([CH3:22])[O:20][CH2:19][CH2:18][O:17][C:14]1[CH:15]=[CH:16][C:11]([C:10]([OH:29])=[O:9])=[C:12]([Cl:28])[CH:13]=1)([CH3:27])([CH3:26])[CH3:25]. The yield is 0.560. (7) The reactants are [C:1]([C:3]1[CH:8]=[CH:7][CH:6]=[CH:5][C:4]=1[C:9]1[CH:14]=[CH:13][C:12]([CH2:15][C:16]2[C:17](=[O:39])[N:18]([C@H:28]3[CH2:33][CH2:32][C@H:31]([O:34][CH2:35][C:36](O)=[O:37])[CH2:30][CH2:29]3)[C:19]3[N:20]([N:25]=[CH:26][N:27]=3)[C:21]=2[CH2:22][CH2:23][CH3:24])=[CH:11][CH:10]=1)#[N:2].Cl.[CH3:41][O:42][NH:43][CH3:44].ON1C2C=CC=CC=2N=N1.Cl.C(N=C=NCCCN(C)C)C. The catalyst is C(OCC)(=O)C.CN(C)C=O.C(N(CC)CC)C. The product is [C:1]([C:3]1[CH:8]=[CH:7][CH:6]=[CH:5][C:4]=1[C:9]1[CH:14]=[CH:13][C:12]([CH2:15][C:16]2[C:17](=[O:39])[N:18]([C@H:28]3[CH2:29][CH2:30][C@H:31]([O:34][CH2:35][C:36]([N:43]([O:42][CH3:41])[CH3:44])=[O:37])[CH2:32][CH2:33]3)[C:19]3[N:20]([N:25]=[CH:26][N:27]=3)[C:21]=2[CH2:22][CH2:23][CH3:24])=[CH:11][CH:10]=1)#[N:2]. The yield is 0.770. (8) The reactants are [F:1][C:2]([F:14])([F:13])[C:3]1[NH:7][N:6]=[C:5]([CH2:8][C:9]([O:11]C)=O)[N:4]=1.[CH2:15]([C@@H:22]1[NH:27][CH2:26][CH2:25][N:24]([C:28]2[CH:36]=[C:35]3[C:31]([C:32]([CH2:41][CH3:42])=[N:33][N:34]3[CH:37]3[CH2:40][CH2:39][CH2:38]3)=[CH:30][CH:29]=2)[CH2:23]1)[C:16]1[CH:21]=[CH:20][CH:19]=[CH:18][CH:17]=1. No catalyst specified. The product is [CH2:15]([C@H:22]1[CH2:23][N:24]([C:28]2[CH:36]=[C:35]3[C:31]([C:32]([CH2:41][CH3:42])=[N:33][N:34]3[CH:37]3[CH2:38][CH2:39][CH2:40]3)=[CH:30][CH:29]=2)[CH2:25][CH2:26][N:27]1[C:9](=[O:11])[CH2:8][C:5]1[NH:4][C:3]([C:2]([F:1])([F:14])[F:13])=[N:7][N:6]=1)[C:16]1[CH:17]=[CH:18][CH:19]=[CH:20][CH:21]=1. The yield is 0.110. (9) The reactants are [Br:1][C:2]1[CH:3]=[CH:4][C:5]([F:18])=[C:6]([C:8]2([NH:13][C:14](=[O:17])[CH2:15]Cl)[CH2:10][CH:9]2[CH2:11][OH:12])[CH:7]=1.CC(C)([O-])C.[K+].Cl. The catalyst is C(O)(C)(C)C. The product is [Br:1][C:2]1[CH:3]=[CH:4][C:5]([F:18])=[C:6]([C:8]23[CH2:10][CH:9]2[CH2:11][O:12][CH2:15][C:14](=[O:17])[NH:13]3)[CH:7]=1. The yield is 0.920. (10) The reactants are [CH3:1][O-].[Na+].[N:4]#[C:5][NH2:6].[N:7]([C:10]1[CH:15]=[CH:14][C:13]([S:16]([NH:19][CH3:20])(=[O:18])=[O:17])=[CH:12][CH:11]=1)=[C:8]=[S:9].IC. No catalyst specified. The product is [C:5](/[N:6]=[C:8](\[S:9][CH3:1])/[NH:7][C:10]1[CH:11]=[CH:12][C:13]([S:16](=[O:18])(=[O:17])[NH:19][CH3:20])=[CH:14][CH:15]=1)#[N:4]. The yield is 0.640.